Dataset: NCI-60 drug combinations with 297,098 pairs across 59 cell lines. Task: Regression. Given two drug SMILES strings and cell line genomic features, predict the synergy score measuring deviation from expected non-interaction effect. (1) Drug 1: CC(C)NC(=O)C1=CC=C(C=C1)CNNC.Cl. Drug 2: CC1C(C(CC(O1)OC2CC(CC3=C2C(=C4C(=C3O)C(=O)C5=CC=CC=C5C4=O)O)(C(=O)C)O)N)O. Cell line: NCI-H522. Synergy scores: CSS=58.2, Synergy_ZIP=12.7, Synergy_Bliss=15.3, Synergy_Loewe=-30.1, Synergy_HSA=11.1. (2) Drug 1: CC(C)NC(=O)C1=CC=C(C=C1)CNNC.Cl. Drug 2: C1CN(P(=O)(OC1)NCCCl)CCCl. Cell line: SW-620. Synergy scores: CSS=6.30, Synergy_ZIP=1.84, Synergy_Bliss=-0.436, Synergy_Loewe=-1.69, Synergy_HSA=-0.752.